This data is from Catalyst prediction with 721,799 reactions and 888 catalyst types from USPTO. The task is: Predict which catalyst facilitates the given reaction. (1) Reactant: [CH2:1]([O:3][C:4](=[O:11])[CH2:5][C:6](=[O:10])[CH2:7][CH2:8][CH3:9])[CH3:2].S(Cl)([Cl:15])(=O)=O.C([O-])(O)=O.[Na+]. Product: [CH2:1]([O:3][C:4](=[O:11])[CH:5]([Cl:15])[C:6](=[O:10])[CH2:7][CH2:8][CH3:9])[CH3:2]. The catalyst class is: 28. (2) Reactant: [Cl:1][C:2]1[CH:13]=[CH:12][C:5]([C:6](OC(C)C)=[O:7])=[C:4]([O:14][CH:15]([CH3:17])[CH3:16])[CH:3]=1.[H-].C([Al+]CC(C)C)C(C)C.CO.[C@H](O)(C([O-])=O)[C@@H](O)C([O-])=O.[Na+].[K+]. Product: [Cl:1][C:2]1[CH:13]=[CH:12][C:5]([CH2:6][OH:7])=[C:4]([O:14][CH:15]([CH3:17])[CH3:16])[CH:3]=1. The catalyst class is: 207.